From a dataset of Reaction yield outcomes from USPTO patents with 853,638 reactions. Predict the reaction yield, written as a fraction of the theoretical maximum amount of product (1.0 means a 100% yield; for example, 0.34 means a 34% yield). (1) The reactants are [CH3:1][C:2]1[CH:7]=[CH:6][CH:5]=[C:4]([C:8]2[NH:9][N:10]=[C:11]([CH:13]3[CH2:18][CH2:17][NH:16][CH2:15][CH2:14]3)[N:12]=2)[N:3]=1.[F:19][C:20]1[CH:25]=[CH:24][C:23]([C:26]2[C:27]([C:35]3[CH:42]=[CH:41][C:38]([CH:39]=O)=[CH:37][CH:36]=3)=[N:28][C:29]3[N:30]([CH:32]=[CH:33][N:34]=3)[CH:31]=2)=[CH:22][CH:21]=1.[BH-](OC(C)=O)(OC(C)=O)OC(C)=O.[Na+].C([O-])(O)=O.[Na+]. The catalyst is CN1C(=O)CCC1.C(O)(=O)C.C(N(CC)CC)C. The product is [F:19][C:20]1[CH:21]=[CH:22][C:23]([C:26]2[C:27]([C:35]3[CH:42]=[CH:41][C:38]([CH2:39][N:16]4[CH2:17][CH2:18][CH:13]([C:11]5[N:12]=[C:8]([C:4]6[CH:5]=[CH:6][CH:7]=[C:2]([CH3:1])[N:3]=6)[NH:9][N:10]=5)[CH2:14][CH2:15]4)=[CH:37][CH:36]=3)=[N:28][C:29]3[N:30]([CH:32]=[CH:33][N:34]=3)[CH:31]=2)=[CH:24][CH:25]=1. The yield is 0.626. (2) The reactants are I[C:2]1[C:3]([NH:11][CH:12]([CH3:14])[CH3:13])=[N:4][C:5]([S:9][CH3:10])=[N:6][C:7]=1[CH3:8].[C:15]([O:19][CH2:20][CH3:21])(=[O:18])[CH:16]=[CH2:17].C(N(CC)CC)C.C1(C)C=CC=CC=1P(C1C=CC=CC=1C)C1C=CC=CC=1C. The catalyst is C([O-])(=O)C.[Pd+2].C([O-])(=O)C.CC(N(C)C)=O. The product is [CH:12]([NH:11][C:3]1[C:2](/[CH:17]=[CH:16]/[C:15]([O:19][CH2:20][CH3:21])=[O:18])=[C:7]([CH3:8])[N:6]=[C:5]([S:9][CH3:10])[N:4]=1)([CH3:14])[CH3:13]. The yield is 0.340.